The task is: Predict the product of the given reaction.. This data is from Forward reaction prediction with 1.9M reactions from USPTO patents (1976-2016). (1) Given the reactants [C:1]1([CH:11]=[CH:12][C:13]2[NH:22][C:21](=O)[C:20]3[C:15](=[CH:16][CH:17]=[CH:18][CH:19]=3)[N:14]=2)[C:10]2[C:5](=[CH:6][CH:7]=[CH:8][CH:9]=2)[CH:4]=[CH:3][CH:2]=1.C(N(CC)C1C=CC=CC=1)C.P(Cl)(Cl)([Cl:37])=O, predict the reaction product. The product is: [Cl:37][CH:21]1[C:20]2[C:15](=[CH:16][CH:17]=[CH:18][CH:19]=2)[N:14]=[C:13]([CH:12]=[CH:11][C:1]2[C:10]3[C:5](=[CH:6][CH:7]=[CH:8][CH:9]=3)[CH:4]=[CH:3][CH:2]=2)[NH:22]1. (2) Given the reactants [CH2:1]([CH:3]([CH2:17][CH3:18])[C:4]([C:6]1[O:7][C:8]2[CH:15]=[CH:14][C:13]([F:16])=[CH:12][C:9]=2[C:10]=1[CH3:11])=[O:5])[CH3:2].[BH4-].[Na+].O, predict the reaction product. The product is: [CH2:17]([CH:3]([CH2:1][CH3:2])[CH:4]([C:6]1[O:7][C:8]2[CH:15]=[CH:14][C:13]([F:16])=[CH:12][C:9]=2[C:10]=1[CH3:11])[OH:5])[CH3:18].